From a dataset of NCI-60 drug combinations with 297,098 pairs across 59 cell lines. Regression. Given two drug SMILES strings and cell line genomic features, predict the synergy score measuring deviation from expected non-interaction effect. (1) Drug 1: CC1C(C(CC(O1)OC2CC(OC(C2O)C)OC3=CC4=CC5=C(C(=O)C(C(C5)C(C(=O)C(C(C)O)O)OC)OC6CC(C(C(O6)C)O)OC7CC(C(C(O7)C)O)OC8CC(C(C(O8)C)O)(C)O)C(=C4C(=C3C)O)O)O)O. Drug 2: C1CCC(C(C1)N)N.C(=O)(C(=O)[O-])[O-].[Pt+4]. Cell line: NCI/ADR-RES. Synergy scores: CSS=18.8, Synergy_ZIP=-6.60, Synergy_Bliss=3.25, Synergy_Loewe=-2.32, Synergy_HSA=0.733. (2) Drug 1: C1=C(C(=O)NC(=O)N1)F. Drug 2: CC(C)(C#N)C1=CC(=CC(=C1)CN2C=NC=N2)C(C)(C)C#N. Cell line: HS 578T. Synergy scores: CSS=32.4, Synergy_ZIP=-3.49, Synergy_Bliss=-6.07, Synergy_Loewe=-5.56, Synergy_HSA=-5.46. (3) Drug 1: CC=C1C(=O)NC(C(=O)OC2CC(=O)NC(C(=O)NC(CSSCCC=C2)C(=O)N1)C(C)C)C(C)C. Drug 2: CC1CCC2CC(C(=CC=CC=CC(CC(C(=O)C(C(C(=CC(C(=O)CC(OC(=O)C3CCCCN3C(=O)C(=O)C1(O2)O)C(C)CC4CCC(C(C4)OC)OCCO)C)C)O)OC)C)C)C)OC. Cell line: M14. Synergy scores: CSS=19.1, Synergy_ZIP=-3.97, Synergy_Bliss=-2.82, Synergy_Loewe=-10.0, Synergy_HSA=-5.44. (4) Drug 1: CN1C(=O)N2C=NC(=C2N=N1)C(=O)N. Drug 2: CC(C)(C#N)C1=CC=C(C=C1)N2C3=C4C=C(C=CC4=NC=C3N(C2=O)C)C5=CC6=CC=CC=C6N=C5. Cell line: NCIH23. Synergy scores: CSS=60.2, Synergy_ZIP=-0.853, Synergy_Bliss=-2.74, Synergy_Loewe=-3.22, Synergy_HSA=0.784. (5) Drug 1: C1C(C(OC1N2C=C(C(=O)NC2=O)F)CO)O. Drug 2: CC1=C(C=C(C=C1)NC(=O)C2=CC=C(C=C2)CN3CCN(CC3)C)NC4=NC=CC(=N4)C5=CN=CC=C5. Cell line: UACC62. Synergy scores: CSS=12.2, Synergy_ZIP=-5.85, Synergy_Bliss=-4.23, Synergy_Loewe=-39.9, Synergy_HSA=-3.16. (6) Drug 1: C1=C(C(=O)NC(=O)N1)F. Drug 2: C1=NNC2=C1C(=O)NC=N2. Cell line: DU-145. Synergy scores: CSS=30.7, Synergy_ZIP=-3.39, Synergy_Bliss=-6.23, Synergy_Loewe=-11.3, Synergy_HSA=-4.82. (7) Drug 1: C1=C(C(=O)NC(=O)N1)N(CCCl)CCCl. Drug 2: C1=NC2=C(N1)C(=S)N=CN2. Cell line: SR. Synergy scores: CSS=36.6, Synergy_ZIP=-3.46, Synergy_Bliss=-12.1, Synergy_Loewe=-12.0, Synergy_HSA=-9.29. (8) Drug 1: C1CN1C2=NC(=NC(=N2)N3CC3)N4CC4. Drug 2: C(CCl)NC(=O)N(CCCl)N=O. Cell line: BT-549. Synergy scores: CSS=23.7, Synergy_ZIP=-3.72, Synergy_Bliss=-1.48, Synergy_Loewe=-11.8, Synergy_HSA=0.280.